This data is from Peptide-MHC class II binding affinity with 134,281 pairs from IEDB. The task is: Regression. Given a peptide amino acid sequence and an MHC pseudo amino acid sequence, predict their binding affinity value. This is MHC class II binding data. (1) The peptide sequence is TVMPLLCGIGCAMLH. The MHC is DRB1_1101 with pseudo-sequence DRB1_1101. The binding affinity (normalized) is 0.478. (2) The peptide sequence is KKDNQVAYLIIGILTLV. The MHC is HLA-DQA10201-DQB10301 with pseudo-sequence HLA-DQA10201-DQB10301. The binding affinity (normalized) is 0. (3) The peptide sequence is EEVMNIVLIALSILA. The MHC is DRB1_0404 with pseudo-sequence DRB1_0404. The binding affinity (normalized) is 0.736. (4) The peptide sequence is KMIGGIGGFIKVRQYDQIHI. The MHC is DRB1_0101 with pseudo-sequence DRB1_0101. The binding affinity (normalized) is 0.249. (5) The peptide sequence is VQYSRADEEQQQALS. The MHC is HLA-DPA10301-DPB10402 with pseudo-sequence HLA-DPA10301-DPB10402. The binding affinity (normalized) is 0. (6) The peptide sequence is GNFVQTDRKSLLQTL. The MHC is DRB1_0101 with pseudo-sequence DRB1_0101. The binding affinity (normalized) is 0.451. (7) The peptide sequence is NPLGLKRGIEKAVEKVTETL. The MHC is DRB1_0301 with pseudo-sequence DRB1_0301. The binding affinity (normalized) is 0. (8) The peptide sequence is IRYQTTATKSEHTGR. The MHC is DRB1_1302 with pseudo-sequence DRB1_1302. The binding affinity (normalized) is 0.197.